This data is from Catalyst prediction with 721,799 reactions and 888 catalyst types from USPTO. The task is: Predict which catalyst facilitates the given reaction. (1) The catalyst class is: 15. Reactant: Cl.[C:2]1([N:8]([C:10]2[CH:15]=[CH:14][CH:13]=[CH:12][CH:11]=2)N)[CH:7]=[CH:6][CH:5]=[CH:4][CH:3]=1.[CH3:16][CH:17]([C:26](=O)[CH3:27])[CH2:18][CH2:19][CH2:20][CH2:21][S:22]([OH:25])(=[O:24])=[O:23]. Product: [CH3:27][C:26]1[C:17]([CH3:16])([CH2:18][CH2:19][CH2:20][CH2:21][S:22]([O-:25])(=[O:24])=[O:23])[C:7]2[C:2](=[CH:3][CH:4]=[CH:5][CH:6]=2)[N+:8]=1[C:10]1[CH:15]=[CH:14][CH:13]=[CH:12][CH:11]=1. (2) Reactant: [CH2:1]([N:8]1[C:16]2[C:11](=[CH:12][C:13]([C:17]3[CH:22]=[CH:21][C:20]([OH:23])=[CH:19][CH:18]=3)=[CH:14][CH:15]=2)[C:10]([CH3:24])=[C:9]1[CH3:25])[C:2]1[CH:7]=[CH:6][CH:5]=[CH:4][CH:3]=1.C([O-])([O-])=O.[K+].[K+].Br[CH2:33][C:34]#[N:35]. Product: [CH2:1]([N:8]1[C:16]2[C:11](=[CH:12][C:13]([C:17]3[CH:18]=[CH:19][C:20]([O:23][CH2:33][C:34]#[N:35])=[CH:21][CH:22]=3)=[CH:14][CH:15]=2)[C:10]([CH3:24])=[C:9]1[CH3:25])[C:2]1[CH:3]=[CH:4][CH:5]=[CH:6][CH:7]=1. The catalyst class is: 21. (3) Reactant: [Br:1][C:2]1[CH:7]=[CH:6][C:5]([OH:8])=[CH:4][CH:3]=1.[CH2:9](O)[CH2:10][CH2:11][CH2:12][CH2:13][CH2:14][CH2:15][CH3:16].C1C=CC(P(C2C=CC=CC=2)C2C=CC=CC=2)=CC=1.CC(OC(/N=N/C(OC(C)C)=O)=O)C. Product: [Br:1][C:2]1[CH:7]=[CH:6][C:5]([O:8][CH2:9][CH2:10][CH2:11][CH2:12][CH2:13][CH2:14][CH2:15][CH3:16])=[CH:4][CH:3]=1. The catalyst class is: 11. (4) Reactant: [Cl:1][CH2:2][C:3]([NH:5][C:6]1[CH:7]=[C:8]2[C:13](=[CH:14][C:15]=1[O:16][CH2:17][CH2:18][O:19]CCF)[N:12]=[CH:11][N:10]=[C:9]2[NH:23][C:24]1[CH:29]=[C:28]([Cl:30])[C:27]([Cl:31])=[CH:26][C:25]=1[F:32])=[O:4].ClC1C(Cl)=CC(NC2C3C(=CC(OCCO[CH2:57][CH2:58][O:59][CH2:60][CH2:61][O:62][CH2:63][CH2:64][O:65][CH2:66][CH2:67][O:68][CH2:69][CH2:70][F:71])=C(N)C=3)N=CN=2)=C(F)C=1.CCN(C(C)C)C(C)C.ClCC(Cl)=O. Product: [Cl:1][CH2:2][C:3]([NH:5][C:6]1[CH:7]=[C:8]2[C:13](=[CH:14][C:15]=1[O:16][CH2:17][CH2:18][O:19][CH2:57][CH2:58][O:59][CH2:60][CH2:61][O:62][CH2:63][CH2:64][O:65][CH2:66][CH2:67][O:68][CH2:69][CH2:70][F:71])[N:12]=[CH:11][N:10]=[C:9]2[NH:23][C:24]1[CH:29]=[C:28]([Cl:30])[C:27]([Cl:31])=[CH:26][C:25]=1[F:32])=[O:4]. The catalyst class is: 1. (5) Reactant: [CH2:1]([O:8][C:9]1[C:10]([O:34][CH3:35])=[CH:11][C:12]2[C:18](=[O:19])[N:17]3[CH2:20][C:21](=[O:23])[CH2:22][CH:16]3[C:15](=[O:24])[N:14]([CH2:25][O:26][CH2:27][CH2:28][Si:29]([CH3:32])([CH3:31])[CH3:30])[C:13]=2[CH:33]=1)[C:2]1[CH:7]=[CH:6][CH:5]=[CH:4][CH:3]=1.N1C(C)=CC=CC=1C.[S:44](O[S:44]([C:47]([F:50])([F:49])[F:48])(=[O:46])=[O:45])([C:47]([F:50])([F:49])[F:48])(=[O:46])=[O:45]. Product: [CH2:1]([O:8][C:9]1[C:10]([O:34][CH3:35])=[CH:11][C:12]2[C:18](=[O:19])[N:17]3[CH:20]=[C:21]([O:23][S:44]([C:47]([F:50])([F:49])[F:48])(=[O:46])=[O:45])[CH2:22][CH:16]3[C:15](=[O:24])[N:14]([CH2:25][O:26][CH2:27][CH2:28][Si:29]([CH3:30])([CH3:31])[CH3:32])[C:13]=2[CH:33]=1)[C:2]1[CH:3]=[CH:4][CH:5]=[CH:6][CH:7]=1. The catalyst class is: 2. (6) Reactant: [CH3:1][C:2]([CH3:23])([CH3:22])[C:3]#[C:4][C:5]1[S:9][C:8]([C:10]([O:12][CH3:13])=[O:11])=[C:7]([NH:14][CH:15]([CH2:19][O:20][CH3:21])[C:16](O)=[O:17])[CH:6]=1.[CH3:24][NH:25][CH3:26].CCN(C(C)C)C(C)C.CN(C(ON1N=NC2C=CC=CC1=2)=[N+](C)C)C.F[P-](F)(F)(F)(F)F. Product: [CH3:24][N:25]([CH3:26])[C:16](=[O:17])[CH:15]([NH:14][C:7]1[CH:6]=[C:5]([C:4]#[C:3][C:2]([CH3:23])([CH3:22])[CH3:1])[S:9][C:8]=1[C:10]([O:12][CH3:13])=[O:11])[CH2:19][O:20][CH3:21]. The catalyst class is: 31.